Task: Predict the reaction yield, written as a fraction of the theoretical maximum amount of product (1.0 means a 100% yield; for example, 0.34 means a 34% yield).. Dataset: Reaction yield outcomes from USPTO patents with 853,638 reactions (1) The reactants are [CH3:1][Si:2]([CH3:33])([CH3:32])[CH2:3][CH2:4][O:5][CH2:6][N:7]1[C:11]2[CH:12]=[CH:13][CH:14]=[CH:15][C:10]=2[N:9]=[C:8]1[C:16]1[O:17][C:18]2[CH:24]=[C:23]([C:25]3[CH:26]=[C:27]([OH:31])[CH:28]=[N:29][CH:30]=3)[CH:22]=[CH:21][C:19]=2[N:20]=1.Cl[C:35]([F:40])([F:39])C([O-])=O.[Na+].C(=O)([O-])[O-].[K+].[K+]. The catalyst is C(#N)C.ClCCl. The product is [F:39][CH:35]([F:40])[O:31][C:27]1[CH:26]=[C:25]([C:23]2[CH:22]=[CH:21][C:19]3[N:20]=[C:16]([C:8]4[N:7]([CH2:6][O:5][CH2:4][CH2:3][Si:2]([CH3:33])([CH3:32])[CH3:1])[C:11]5[CH:12]=[CH:13][CH:14]=[CH:15][C:10]=5[N:9]=4)[O:17][C:18]=3[CH:24]=2)[CH:30]=[N:29][CH:28]=1. The yield is 0.800. (2) The reactants are Br[C:2]1[CH:3]=[C:4]2[N:10]=[CH:9][N:8]([CH2:11][C:12]3[CH:28]=[CH:27][C:15]4[N:16]=[C:17]([NH:19][C@@H:20]5[CH2:25][CH2:24][CH2:23][CH2:22][C@H:21]5[OH:26])[S:18][C:14]=4[CH:13]=3)[C:5]2=[N:6][CH:7]=1.[N:29]1([CH2:35][B-](F)(F)F)[CH2:34][CH2:33][O:32][CH2:31][CH2:30]1.[K+].C1(P(C2CCCCC2)C2C=CC=CC=2C2C(C(C)C)=CC(C(C)C)=CC=2C(C)C)CCCCC1.C([O-])([O-])=O.[Cs+].[Cs+]. The catalyst is C1COCC1.O.CC([O-])=O.CC([O-])=O.[Pd+2]. The product is [O:32]1[CH2:33][CH2:34][N:29]([CH2:35][C:2]2[CH:3]=[C:4]3[N:10]=[CH:9][N:8]([CH2:11][C:12]4[CH:28]=[CH:27][C:15]5[N:16]=[C:17]([NH:19][C@@H:20]6[CH2:25][CH2:24][CH2:23][CH2:22][C@H:21]6[OH:26])[S:18][C:14]=5[CH:13]=4)[C:5]3=[N:6][CH:7]=2)[CH2:30][CH2:31]1. The yield is 0.350. (3) The reactants are [CH2:1]([O:3][C:4]([N:6]1[CH2:11][CH2:10][CH:9]([C:12]2[C:20]3[C:15](=[CH:16][C:17]([F:21])=[CH:18][CH:19]=3)[NH:14][CH:13]=2)[CH2:8][CH2:7]1)=[O:5])[CH3:2].CS(O[CH2:27][CH2:28][C:29]1[CH:33]=[CH:32][S:31][CH:30]=1)(=O)=O. No catalyst specified. The product is [CH2:1]([O:3][C:4]([N:6]1[CH2:11][CH2:10][CH:9]([C:12]2[C:20]3[C:15](=[CH:16][C:17]([F:21])=[CH:18][CH:19]=3)[N:14]([CH2:27][CH2:28][C:29]3[CH:33]=[CH:32][S:31][CH:30]=3)[CH:13]=2)[CH2:8][CH2:7]1)=[O:5])[CH3:2]. The yield is 1.00. (4) The reactants are C[O:2][C:3]1[N:8]=[C:7]([NH:9][C:10]2[CH:15]=[CH:14][C:13]([C:16]([F:19])([F:18])[F:17])=[CH:12][CH:11]=2)[CH:6]=[C:5]([C:20]2[CH:29]=[C:28]3[C:23]([CH:24]=[CH:25][CH:26]=[N:27]3)=[CH:22][CH:21]=2)[N:4]=1.C([O-])(O)=O.[Na+]. The catalyst is Cl. The product is [N:27]1[C:28]2[C:23](=[CH:22][CH:21]=[C:20]([C:5]3[CH:6]=[C:7]([NH:9][C:10]4[CH:11]=[CH:12][C:13]([C:16]([F:18])([F:17])[F:19])=[CH:14][CH:15]=4)[N:8]=[C:3]([OH:2])[N:4]=3)[CH:29]=2)[CH:24]=[CH:25][CH:26]=1. The yield is 0.800.